Dataset: Reaction yield outcomes from USPTO patents with 853,638 reactions. Task: Predict the reaction yield, written as a fraction of the theoretical maximum amount of product (1.0 means a 100% yield; for example, 0.34 means a 34% yield). (1) The yield is 0.790. The reactants are [Al+3].[Cl-].[Cl-].[Cl-].C(O[C:9](=[O:11])[CH3:10])(=O)C.[C:12]1([S:18]([N:21]2[C:29]3[C:24](=[CH:25][CH:26]=[CH:27][CH:28]=3)[CH2:23][CH2:22]2)(=[O:20])=[O:19])[CH:17]=[CH:16][CH:15]=[CH:14][CH:13]=1. The product is [C:12]1([S:18]([N:21]2[C:29]3[C:24](=[CH:25][C:26]([C:9](=[O:11])[CH3:10])=[CH:27][CH:28]=3)[CH2:23][CH2:22]2)(=[O:20])=[O:19])[CH:13]=[CH:14][CH:15]=[CH:16][CH:17]=1. The catalyst is C(Cl)Cl. (2) The reactants are [C:1](/[CH:3]=[CH:4]/[S:5]([C:8]1[CH:13]=[CH:12][C:11]([C:14]([CH3:19])([CH3:18])[C:15]([OH:17])=O)=[CH:10][CH:9]=1)(=[O:7])=[O:6])#[N:2].Cl.[CH2:21]([NH2:25])[CH2:22][C:23]#[CH:24].Cl.CN(C)CCCN=C=NCC.CN1CCOCC1.ON1C2C=CC=CC=2N=N1. The catalyst is C(#N)C. The product is [CH2:21]([NH:25][C:15](=[O:17])[C:14]([C:11]1[CH:10]=[CH:9][C:8]([S:5](/[CH:4]=[CH:3]/[C:1]#[N:2])(=[O:6])=[O:7])=[CH:13][CH:12]=1)([CH3:19])[CH3:18])[CH2:22][C:23]#[CH:24]. The yield is 0.160.